This data is from NCI-60 drug combinations with 297,098 pairs across 59 cell lines. The task is: Regression. Given two drug SMILES strings and cell line genomic features, predict the synergy score measuring deviation from expected non-interaction effect. (1) Drug 1: CCC1=CC2CC(C3=C(CN(C2)C1)C4=CC=CC=C4N3)(C5=C(C=C6C(=C5)C78CCN9C7C(C=CC9)(C(C(C8N6C)(C(=O)OC)O)OC(=O)C)CC)OC)C(=O)OC. Drug 2: CC(C)(C#N)C1=CC=C(C=C1)N2C3=C4C=C(C=CC4=NC=C3N(C2=O)C)C5=CC6=CC=CC=C6N=C5. Cell line: SK-OV-3. Synergy scores: CSS=70.5, Synergy_ZIP=5.19, Synergy_Bliss=3.77, Synergy_Loewe=7.61, Synergy_HSA=10.3. (2) Drug 1: CC1C(C(CC(O1)OC2CC(OC(C2O)C)OC3=CC4=CC5=C(C(=O)C(C(C5)C(C(=O)C(C(C)O)O)OC)OC6CC(C(C(O6)C)O)OC7CC(C(C(O7)C)O)OC8CC(C(C(O8)C)O)(C)O)C(=C4C(=C3C)O)O)O)O. Drug 2: C1CN(P(=O)(OC1)NCCCl)CCCl. Cell line: MOLT-4. Synergy scores: CSS=19.9, Synergy_ZIP=0.366, Synergy_Bliss=-2.87, Synergy_Loewe=-37.8, Synergy_HSA=-4.00. (3) Drug 1: CS(=O)(=O)C1=CC(=C(C=C1)C(=O)NC2=CC(=C(C=C2)Cl)C3=CC=CC=N3)Cl. Drug 2: C1CN(CCN1C(=O)CCBr)C(=O)CCBr. Cell line: SF-295. Synergy scores: CSS=9.68, Synergy_ZIP=-6.67, Synergy_Bliss=-2.54, Synergy_Loewe=-1.43, Synergy_HSA=-1.37.